From a dataset of NCI-60 drug combinations with 297,098 pairs across 59 cell lines. Regression. Given two drug SMILES strings and cell line genomic features, predict the synergy score measuring deviation from expected non-interaction effect. (1) Drug 1: C1CC(=O)NC(=O)C1N2CC3=C(C2=O)C=CC=C3N. Drug 2: C1=NC2=C(N=C(N=C2N1C3C(C(C(O3)CO)O)F)Cl)N. Cell line: T-47D. Synergy scores: CSS=1.80, Synergy_ZIP=-0.794, Synergy_Bliss=-0.215, Synergy_Loewe=-0.228, Synergy_HSA=-0.184. (2) Drug 1: C1CCC(CC1)NC(=O)N(CCCl)N=O. Drug 2: CC1=C(C(CCC1)(C)C)C=CC(=CC=CC(=CC(=O)O)C)C. Cell line: SK-OV-3. Synergy scores: CSS=26.4, Synergy_ZIP=14.4, Synergy_Bliss=11.7, Synergy_Loewe=16.2, Synergy_HSA=14.6.